Dataset: Catalyst prediction with 721,799 reactions and 888 catalyst types from USPTO. Task: Predict which catalyst facilitates the given reaction. (1) Reactant: [Cl:1][C:2]1[C:3]([CH3:24])=[C:4]([CH2:8][NH:9][C:10]2[N:11]=[C:12]([N:18]3[CH2:23][CH2:22][O:21][CH2:20][CH2:19]3)[S:13][C:14]=2[C:15]([NH2:17])=[O:16])[CH:5]=[CH:6][CH:7]=1.[CH3:25][O:26][CH2:27][C:28](Cl)=O. Product: [Cl:1][C:2]1[C:3]([CH3:24])=[C:4]([CH2:8][N:9]2[C:10]3[N:11]=[C:12]([N:18]4[CH2:19][CH2:20][O:21][CH2:22][CH2:23]4)[S:13][C:14]=3[C:15](=[O:16])[N:17]=[C:28]2[CH2:27][O:26][CH3:25])[CH:5]=[CH:6][CH:7]=1. The catalyst class is: 7. (2) Reactant: [F:1][C:2]([F:39])([F:38])[C:3]([CH2:18][NH:19][C:20]1[CH:28]=[C:27]([CH3:29])[CH:26]=[C:25]2[C:21]=1[CH:22]=[N:23][N:24]2[C:30]1[CH:35]=[CH:34][CH:33]=[C:32]([O:36]C)[CH:31]=1)([OH:17])[CH2:4][C:5]([C:8]1[CH:13]=[C:12]([F:14])[CH:11]=[CH:10][C:9]=1[O:15]C)([CH3:7])[CH3:6].[I-].[Li+]. Product: [F:14][C:12]1[CH:11]=[CH:10][C:9]([OH:15])=[C:8]([C:5]([CH3:7])([CH3:6])[CH2:4][C:3]([OH:17])([CH2:18][NH:19][C:20]2[CH:28]=[C:27]([CH3:29])[CH:26]=[C:25]3[C:21]=2[CH:22]=[N:23][N:24]3[C:30]2[CH:35]=[CH:34][CH:33]=[C:32]([OH:36])[CH:31]=2)[C:2]([F:1])([F:38])[F:39])[CH:13]=1. The catalyst class is: 60. (3) Reactant: [C:1]([O:5][C:6]([N:8]1[CH2:15][CH:14](C(O)=O)[CH2:13][C:9]21[CH2:12][O:11][CH2:10]2)=[O:7])([CH3:4])([CH3:3])[CH3:2].P(N=[N+]=[N-])(=O)([O:27][C:28]1C=CC=CC=1)OC1C=CC=CC=1.CC[N:40](CC)CC.[C:45]1([CH2:51][OH:52])[CH:50]=[CH:49][CH:48]=[CH:47][CH:46]=1. Product: [CH2:51]([O:52][C:28]([NH:40][CH:14]1[CH2:13][C:9]2([CH2:10][O:11][CH2:12]2)[N:8]([C:6]([O:5][C:1]([CH3:2])([CH3:3])[CH3:4])=[O:7])[CH2:15]1)=[O:27])[C:45]1[CH:50]=[CH:49][CH:48]=[CH:47][CH:46]=1. The catalyst class is: 11.